This data is from Full USPTO retrosynthesis dataset with 1.9M reactions from patents (1976-2016). The task is: Predict the reactants needed to synthesize the given product. (1) Given the product [C:9]([OH:12])(=[O:11])[CH:10]=[CH:1][C:2]1[CH:7]=[CH:6][CH:5]=[CH:4][CH:3]=1, predict the reactants needed to synthesize it. The reactants are: [CH:1](=O)[C:2]1[CH:7]=[CH:6][CH:5]=[CH:4][CH:3]=1.[C:9]([O:12]C(=O)C)(=[O:11])[CH3:10]. (2) Given the product [Br:43][C:44]1[CH:45]=[C:46]([C@H:50]([NH:52][C:35]([NH:4][C:3]2[CH:5]=[CH:6][C:7]([O:9][C:10]3[C:19]4[C:14](=[CH:15][C:16]([O:22][CH3:23])=[C:17]([O:20][CH3:21])[CH:18]=4)[N:13]=[CH:12][CH:11]=3)=[CH:8][C:2]=2[Cl:1])=[O:41])[CH3:51])[CH:47]=[CH:48][CH:49]=1, predict the reactants needed to synthesize it. The reactants are: [Cl:1][C:2]1[CH:8]=[C:7]([O:9][C:10]2[C:19]3[C:14](=[CH:15][C:16]([O:22][CH3:23])=[C:17]([O:20][CH3:21])[CH:18]=3)[N:13]=[CH:12][CH:11]=2)[CH:6]=[CH:5][C:3]=1[NH2:4].C(N(CC)CC)C.ClC(Cl)(O[C:35](=[O:41])OC(Cl)(Cl)Cl)Cl.[Br:43][C:44]1[CH:45]=[C:46]([C@H:50]([NH2:52])[CH3:51])[CH:47]=[CH:48][CH:49]=1. (3) Given the product [CH3:1][C@@H:2]1[N:6]([S:7]([C:10]2[CH:15]=[CH:14][CH:13]=[CH:12][CH:11]=2)(=[O:9])=[O:8])[CH2:5][C@@H:4]([CH2:16][N:17]2[C:25]3[C:20](=[CH:21][C:22]([C:26]4[CH:30]=[N:29][NH:28][CH:27]=4)=[CH:23][CH:24]=3)[CH:19]=[CH:18]2)[CH2:3]1, predict the reactants needed to synthesize it. The reactants are: [CH3:1][C@@H:2]1[N:6]([S:7]([C:10]2[CH:15]=[CH:14][CH:13]=[CH:12][CH:11]=2)(=[O:9])=[O:8])[CH2:5][C@@H:4]([CH2:16][N:17]2[C:25]3[C:20](=[CH:21][C:22]([C:26]4[CH:27]=[N:28][N:29](C5CCCCO5)[CH:30]=4)=[CH:23][CH:24]=3)[CH:19]=[CH:18]2)[CH2:3]1.C1(C)C=CC(S(O)(=O)=O)=CC=1.C(=O)(O)[O-].[Na+]. (4) Given the product [Br:12][C:5]1[C:6]([NH2:9])=[N:7][CH:8]=[C:3]([C:2]([F:1])([F:10])[F:11])[CH:4]=1, predict the reactants needed to synthesize it. The reactants are: [F:1][C:2]([F:11])([F:10])[C:3]1[CH:4]=[CH:5][C:6]([NH2:9])=[N:7][CH:8]=1.[Br:12]N1C(=O)CCC1=O.S([O-])([O-])(=O)=S.[Na+].[Na+].C(=O)([O-])O.[Na+]. (5) Given the product [Br:1][C:2]1[CH:15]=[C:14]2[C:16](=[O:19])[C:11]3[C:12]4=[C:13]2[C:4](=[CH:5][CH:6]=[C:7]4[CH:8]=[CH:9][CH:10]=3)[CH:3]=1, predict the reactants needed to synthesize it. The reactants are: [Br:1][C:2]1[CH:15]=[C:14]2[CH2:16][C:11]3[C:12]4[C:13]2=[C:4]([CH2:5][CH2:6][C:7]=4[CH:8]=[CH:9][CH:10]=3)[CH:3]=1.CC1(C)C(C)(C)OB(C2C3C(C(C4C=CC=CC=4)=C4C=2C=CC=C4)=CC=CC=3)[O:19]1.C([O-])([O-])=O.[K+].[K+].C1COCC1. (6) Given the product [C:16]1([N:9]2[CH2:14][CH2:13][O:12][CH2:11][CH2:10]2)[CH:21]=[CH:20][CH:19]=[CH:18][CH:17]=1, predict the reactants needed to synthesize it. The reactants are: [O-]P([O-])([O-])=O.[K+].[K+].[K+].[NH:9]1[CH2:14][CH2:13][O:12][CH2:11][CH2:10]1.I[C:16]1[CH:21]=[CH:20][CH:19]=[CH:18][CH:17]=1.C(O)CO. (7) Given the product [Br:21][C:20]([Br:24])=[CH:26][CH2:27][CH:28]1[CH2:32][CH2:31][N:30]([C:33]([O:35][C:36]([CH3:37])([CH3:39])[CH3:38])=[O:34])[CH2:29]1, predict the reactants needed to synthesize it. The reactants are: C1(P(C2C=CC=CC=2)C2C=CC=CC=2)C=CC=CC=1.[C:20]([Br:24])(Br)(Br)[Br:21].O=[CH:26][CH2:27][CH:28]1[CH2:32][CH2:31][N:30]([C:33]([O:35][C:36]([CH3:39])([CH3:38])[CH3:37])=[O:34])[CH2:29]1. (8) Given the product [F:21][C:22]([F:33])([F:32])[C:23]([NH:1][C:2]1[CH:3]=[N:4][CH:5]=[CH:6][C:7]=1[C:8]1[O:9][C:10]2[CH:16]=[CH:15][C:14]([C:17]([F:20])([F:19])[F:18])=[CH:13][C:11]=2[N:12]=1)=[O:24], predict the reactants needed to synthesize it. The reactants are: [NH2:1][C:2]1[CH:3]=[N:4][CH:5]=[CH:6][C:7]=1[C:8]1[O:9][C:10]2[CH:16]=[CH:15][C:14]([C:17]([F:20])([F:19])[F:18])=[CH:13][C:11]=2[N:12]=1.[F:21][C:22]([F:33])([F:32])[C:23](O[C:23](=[O:24])[C:22]([F:33])([F:32])[F:21])=[O:24].C(=O)([O-])O.[Na+].